Dataset: Forward reaction prediction with 1.9M reactions from USPTO patents (1976-2016). Task: Predict the product of the given reaction. (1) Given the reactants [ClH:1].O1CCOCC1.[C:8]([C:11]1[CH:12]=[C:13]([C:18]2[C:19]([C@@H:24]([NH:33]C(=O)OC(C)(C)C)[CH2:25][C:26]3[CH:31]=[CH:30][CH:29]=[C:28]([F:32])[CH:27]=3)=[N:20][CH:21]=[CH:22][CH:23]=2)[CH:14]=[CH:15][C:16]=1[F:17])(=[O:10])[NH2:9], predict the reaction product. The product is: [ClH:1].[NH2:33][C@H:24]([C:19]1[C:18]([C:13]2[CH:14]=[CH:15][C:16]([F:17])=[C:11]([CH:12]=2)[C:8]([NH2:9])=[O:10])=[CH:23][CH:22]=[CH:21][N:20]=1)[CH2:25][C:26]1[CH:31]=[CH:30][CH:29]=[C:28]([F:32])[CH:27]=1. (2) Given the reactants [H-].[Na+].[CH3:3][O:4][C:5]([CH2:7]P(OC)(OC)=O)=[O:6].[C:14]([O:18][C:19]([N:21]1[CH2:26][CH2:25][C:24](=O)[CH2:23][CH2:22]1)=[O:20])([CH3:17])([CH3:16])[CH3:15], predict the reaction product. The product is: [CH3:3][O:4][C:5](=[O:6])[CH:7]=[C:24]1[CH2:25][CH2:26][N:21]([C:19]([O:18][C:14]([CH3:17])([CH3:16])[CH3:15])=[O:20])[CH2:22][CH2:23]1.